From a dataset of Forward reaction prediction with 1.9M reactions from USPTO patents (1976-2016). Predict the product of the given reaction. (1) Given the reactants [OH:1][C:2]1[CH:6]=[C:5]([N:7]2[C:11]3[CH:12]=[CH:13][C:14]([C:16]4[CH:17]=[N:18][N:19]([CH3:21])[CH:20]=4)=[CH:15][C:10]=3[N:9]=[CH:8]2)[S:4][C:3]=1[C:22]([O:24][CH3:25])=[O:23].O[CH:27]([C:29]1[CH:30]=[C:31]([O:35][CH:36]2[CH2:41][CH2:40][N:39]([C:42]([O:44][C:45]([CH3:48])([CH3:47])[CH3:46])=[O:43])[CH2:38][CH2:37]2)[CH:32]=[CH:33][CH:34]=1)[CH3:28].C1(P(C2C=CC=CC=2)C2C=CC=CC=2)C=CC=CC=1, predict the reaction product. The product is: [CH3:25][O:24][C:22]([C:3]1[S:4][C:5]([N:7]2[C:11]3[CH:12]=[CH:13][C:14]([C:16]4[CH:17]=[N:18][N:19]([CH3:21])[CH:20]=4)=[CH:15][C:10]=3[N:9]=[CH:8]2)=[CH:6][C:2]=1[O:1][CH:27]([C:29]1[CH:30]=[C:31]([O:35][CH:36]2[CH2:41][CH2:40][N:39]([C:42]([O:44][C:45]([CH3:46])([CH3:48])[CH3:47])=[O:43])[CH2:38][CH2:37]2)[CH:32]=[CH:33][CH:34]=1)[CH3:28])=[O:23]. (2) Given the reactants O.Cl.[NH:3]1[CH2:8][CH2:7][C:6](=O)[CH2:5][CH2:4]1.[CH:10](=O)[CH:11]1[CH2:16][CH:15]=[CH:14][CH2:13][CH2:12]1.C(O[BH-](OC(=O)C)OC(=O)C)(=O)C.[Na+].[NH2:32][C:33]1[CH:34]=[C:35]2[C:39](=[CH:40][CH:41]=1)[NH:38][N:37]=[CH:36]2.C(=O)([O-])O.[Na+], predict the reaction product. The product is: [CH:11]1([CH2:10][N:3]2[CH2:8][CH2:7][CH:6]([NH:32][C:33]3[CH:34]=[C:35]4[C:39](=[CH:40][CH:41]=3)[NH:38][N:37]=[CH:36]4)[CH2:5][CH2:4]2)[CH2:16][CH2:15][CH2:14][CH:13]=[CH:12]1. (3) Given the reactants [CH2:1]([C:5]1[N:10]=[C:9]([C:11]([OH:13])=O)[CH:8]=[C:7]([O:14][CH3:15])[CH:6]=1)[CH:2]([CH3:4])[CH3:3].C([O:23][C:24]1[C:33]([CH3:34])=[CH:32][C:27]([C:28]([NH:30][NH2:31])=O)=[CH:26][C:25]=1[CH2:35][CH3:36])C1C=CC=CC=1, predict the reaction product. The product is: [CH2:35]([C:25]1[CH:26]=[C:27]([C:28]2[O:13][C:11]([C:9]3[CH:8]=[C:7]([O:14][CH3:15])[CH:6]=[C:5]([CH2:1][CH:2]([CH3:3])[CH3:4])[N:10]=3)=[N:31][N:30]=2)[CH:32]=[C:33]([CH3:34])[C:24]=1[OH:23])[CH3:36]. (4) Given the reactants [C:1]([O:5][C:6]([N:8]1[CH2:13][CH2:12][CH:11]([N:14]2[C:22]3[C:17](=[CH:18][CH:19]=[CH:20][CH:21]=3)[CH:16]=[CH:15]2)[CH:10]([CH2:23][OH:24])[CH2:9]1)=[O:7])([CH3:4])([CH3:3])[CH3:2].N1C=CN=C1.[Si:30](Cl)([C:33]([CH3:36])([CH3:35])[CH3:34])([CH3:32])[CH3:31], predict the reaction product. The product is: [C:1]([O:5][C:6]([N:8]1[CH2:13][CH2:12][CH:11]([N:14]2[C:22]3[C:17](=[CH:18][CH:19]=[CH:20][CH:21]=3)[CH:16]=[CH:15]2)[CH:10]([CH2:23][O:24][Si:30]([C:33]([CH3:36])([CH3:35])[CH3:34])([CH3:32])[CH3:31])[CH2:9]1)=[O:7])([CH3:4])([CH3:3])[CH3:2]. (5) Given the reactants [Cl:1][C:2]1[CH:7]=[CH:6][C:5]([CH2:8][NH:9][C:10]([NH:12][N+:13]([O-:15])=[O:14])=[NH:11])=[CH:4][N:3]=1.Cl[CH2:17][N:18]([CH2:20]Cl)[CH3:19].C(N(CC)CC)C, predict the reaction product. The product is: [Cl:1][C:2]1[CH:7]=[CH:6][C:5]([CH2:8][N:9]2[CH2:19][N:18]([CH3:20])[CH2:17][NH:11][C:10]2=[N:12][N+:13]([O-:15])=[O:14])=[CH:4][N:3]=1. (6) Given the reactants [N+:1]([C:4]1[CH:5]=[C:6]([C:10]2[O:14][C:13]([C:15]([N:17]3[C@H:26]4[C@@H:21]([CH2:22][CH2:23][CH2:24][CH2:25]4)[CH2:20][CH2:19][CH2:18]3)=[O:16])=[CH:12][CH:11]=2)[CH:7]=[CH:8][CH:9]=1)([O-])=O.[H][H], predict the reaction product. The product is: [NH2:1][C:4]1[CH:5]=[C:6]([C:10]2[O:14][C:13]([C:15]([N:17]3[C@H:26]4[C@@H:21]([CH2:22][CH2:23][CH2:24][CH2:25]4)[CH2:20][CH2:19][CH2:18]3)=[O:16])=[CH:12][CH:11]=2)[CH:7]=[CH:8][CH:9]=1.